From a dataset of Reaction yield outcomes from USPTO patents with 853,638 reactions. Predict the reaction yield, written as a fraction of the theoretical maximum amount of product (1.0 means a 100% yield; for example, 0.34 means a 34% yield). (1) The reactants are Br[C:2]1[CH:7]=[CH:6][C:5]([OH:8])=[CH:4][CH:3]=1.[NH:9]1[C:17]2[C:12](=[CH:13][CH:14]=[CH:15][CH:16]=2)[CH:11]=[N:10]1.P([O-])([O-])([O-])=O.[K+].[K+].[K+]. The catalyst is [Cu]I.C1(C)C=CC=CC=1. The product is [N:9]1[N:10]([C:2]2[CH:7]=[CH:6][C:5]([OH:8])=[CH:4][CH:3]=2)[CH:11]=[C:12]2[C:17]=1[CH:16]=[CH:15][CH:14]=[CH:13]2. The yield is 0.200. (2) The reactants are [CH3:1][C:2]1[O:3][C:4]([CH3:12])=[CH:5][C:6]=1[C:7]([O:9]CC)=[O:8].[OH-].[Na+]. The catalyst is C(O)C. The product is [CH3:1][C:2]1[O:3][C:4]([CH3:12])=[CH:5][C:6]=1[C:7]([OH:9])=[O:8]. The yield is 0.850. (3) The reactants are [Cl:1][C:2]1[CH:10]=[C:9]([Cl:11])[C:5]([C:6]([OH:8])=[O:7])=[C:4]([N+:12]([O-:14])=[O:13])[C:3]=1[O:15][CH3:16].[CH3:17]C(C)=O.C([O-])([O-])=O.[K+].[K+]. The catalyst is IC.O. The product is [Cl:1][C:2]1[CH:10]=[C:9]([Cl:11])[C:5]([C:6]([O:8][CH3:17])=[O:7])=[C:4]([N+:12]([O-:14])=[O:13])[C:3]=1[O:15][CH3:16]. The yield is 0.910. (4) The reactants are C([N:8]1[CH:13]2[CH2:14][CH2:15][CH:9]1[CH2:10][C:11]([C:17]1[CH:26]=[CH:25][C:24]3[C:19](=[CH:20][CH:21]=[CH:22][CH:23]=3)[CH:18]=1)([OH:16])[CH2:12]2)C1C=CC=CC=1.C([O-])=O.[NH4+].CO. The catalyst is [Pd].C(Cl)(Cl)Cl.CO. The product is [CH:18]1[C:19]2[C:24](=[CH:23][CH:22]=[CH:21][CH:20]=2)[CH:25]=[CH:26][C:17]=1[C:11]1([OH:16])[CH2:12][CH:13]2[NH:8][CH:9]([CH2:15][CH2:14]2)[CH2:10]1. The yield is 0.720.